The task is: Predict the reactants needed to synthesize the given product.. This data is from Full USPTO retrosynthesis dataset with 1.9M reactions from patents (1976-2016). (1) The reactants are: [CH2:1]([O:3][C:4]([C:6]1[C:7]2[CH2:15][CH2:14][CH2:13][CH2:12][C:8]=2[S:9][C:10]=1[NH2:11])=[O:5])[CH3:2].C[C:17]1([CH3:25])[C:19]([CH3:21])([CH3:20])[CH:18]1[C:22]([OH:24])=O. Given the product [CH2:20]1[CH:19]2[C:18]3([C:22]([NH:11][C:10]4[S:9][C:8]5[CH2:12][CH2:13][C:14]6[C:15]([C:7]=5[C:6]=4[C:4]([O:3][CH2:1][CH3:2])=[O:5])=[CH:8][CH:7]=[CH:6][CH:4]=6)=[O:24])[CH2:17][CH:25]([CH2:14][CH:13]1[CH2:12]3)[CH2:21]2, predict the reactants needed to synthesize it. (2) Given the product [C:53]([O:57][NH:58][C:37]([CH:36]([N:40]1[CH2:45][CH2:44][N:43]([S:46]([CH3:49])(=[O:48])=[O:47])[CH2:42][CH2:41]1)[CH2:35][NH:34][C:32](=[O:33])[C:31]1[CH:50]=[CH:51][C:28]([O:27][CH2:23][C:24]#[C:25][CH3:26])=[CH:29][CH:30]=1)=[O:38])([CH3:56])([CH3:55])[CH3:54], predict the reactants needed to synthesize it. The reactants are: ON1C2C=CC=CC=2N=N1.Cl.C(N=C=NCCCN(C)C)C.[CH2:23]([O:27][C:28]1[CH:51]=[CH:50][C:31]([C:32]([NH:34][CH2:35][CH:36]([N:40]2[CH2:45][CH2:44][N:43]([S:46]([CH3:49])(=[O:48])=[O:47])[CH2:42][CH2:41]2)[C:37](O)=[O:38])=[O:33])=[CH:30][CH:29]=1)[C:24]#[C:25][CH3:26].Cl.[C:53]([O:57][NH2:58])([CH3:56])([CH3:55])[CH3:54].C(N(CC)CC)C. (3) Given the product [I:25][CH2:9][CH2:8][CH2:7][O:6][CH2:5][C:4]1[CH:21]=[CH:22][CH:23]=[CH:24][C:3]=1[O:2][CH3:1], predict the reactants needed to synthesize it. The reactants are: [CH3:1][O:2][C:3]1[CH:24]=[CH:23][CH:22]=[CH:21][C:4]=1[CH2:5][O:6][CH2:7][CH2:8][CH2:9]OS(C1C=CC(C)=CC=1)(=O)=O.[I-:25].[Li+]. (4) Given the product [F:1][C:2]([F:30])([C:16]1[CH:17]=[C:18]2[C:23](=[CH:24][CH:25]=1)[C:22]([CH3:26])([CH3:27])[CH2:21][CH2:20][C:19]2([CH3:29])[CH3:28])[C:3]([NH:5][C:6]1[CH:7]=[CH:8][C:9]([C:10]([OH:12])=[O:11])=[CH:14][CH:15]=1)=[O:4], predict the reactants needed to synthesize it. The reactants are: [F:1][C:2]([F:30])([C:16]1[CH:17]=[C:18]2[C:23](=[CH:24][CH:25]=1)[C:22]([CH3:27])([CH3:26])[CH2:21][CH2:20][C:19]2([CH3:29])[CH3:28])[C:3]([NH:5][C:6]1[CH:15]=[CH:14][C:9]([C:10]([O:12]C)=[O:11])=[CH:8][CH:7]=1)=[O:4].O.[OH-].[Na+].